This data is from Reaction yield outcomes from USPTO patents with 853,638 reactions. The task is: Predict the reaction yield, written as a fraction of the theoretical maximum amount of product (1.0 means a 100% yield; for example, 0.34 means a 34% yield). (1) The reactants are [CH2:1]([C:4]1[N:8]([CH2:9][C:10]2[CH:15]=[CH:14][C:13]([C:16]3[CH:21]=[CH:20][CH:19]=[CH:18][C:17]=3[C:22]3[N:26](C(C4C=CC=CC=4)(C4C=CC=CC=4)C4C=CC=CC=4)[N:25]=[N:24][N:23]=3)=[CH:12][CH:11]=2)[C:7]([CH:46]=[O:47])=[CH:6][CH:5]=1)[CH2:2][CH3:3].Cl. No catalyst specified. The product is [CH2:1]([C:4]1[N:8]([CH2:9][C:10]2[CH:11]=[CH:12][C:13]([C:16]3[CH:21]=[CH:20][CH:19]=[CH:18][C:17]=3[C:22]3[NH:23][N:24]=[N:25][N:26]=3)=[CH:14][CH:15]=2)[C:7]([CH:46]=[O:47])=[CH:6][CH:5]=1)[CH2:2][CH3:3]. The yield is 0.710. (2) The reactants are Cl[C:2]1[CH:11]=[CH:10][C:9]2[C:4](=[CH:5][CH:6]=[C:7]([N+:12]([O-:14])=[O:13])[CH:8]=2)[N:3]=1.[CH3:15][CH:16]1[CH2:21][NH:20][CH2:19][CH2:18][NH:17]1.O. The catalyst is CN(C=O)C. The product is [CH3:15][CH:16]1[NH:17][CH2:18][CH2:19][N:20]([C:2]2[CH:11]=[CH:10][C:9]3[C:4](=[CH:5][CH:6]=[C:7]([N+:12]([O-:14])=[O:13])[CH:8]=3)[N:3]=2)[CH2:21]1. The yield is 0.850. (3) The reactants are [CH:1]1([CH:7]([NH:20][C:21]2[CH:29]=[CH:28][C:24]([C:25](O)=[O:26])=[CH:23][CH:22]=2)[C:8]2[CH:12]=[C:11]([CH:13]([OH:17])[CH:14]([CH3:16])[CH3:15])[S:10][C:9]=2[CH2:18][CH3:19])[CH2:6][CH2:5][CH2:4][CH2:3][CH2:2]1.[CH3:30][NH:31][CH2:32][CH2:33][C:34]([O:36]CC)=[O:35].O.ON1C2C=CC=CC=2N=N1.Cl.C(N=C=NCCCN(C)C)C.[Cl-].[NH4+].[OH-].[Na+]. The catalyst is CN(C)C=O.C(O)C.O1CCCC1.C(N(CC)CC)C. The product is [CH:1]1([CH:7]([NH:20][C:21]2[CH:22]=[CH:23][C:24]([C:25]([N:31]([CH3:30])[CH2:32][CH2:33][C:34]([OH:36])=[O:35])=[O:26])=[CH:28][CH:29]=2)[C:8]2[CH:12]=[C:11]([CH:13]([OH:17])[CH:14]([CH3:16])[CH3:15])[S:10][C:9]=2[CH2:18][CH3:19])[CH2:2][CH2:3][CH2:4][CH2:5][CH2:6]1. The yield is 0.730. (4) The reactants are O1C2C=CC=C[C:4]=2[CH:3]=N1.[OH:10][C:11]1[C:15]2[CH:16]=[CH:17][C:18]([O:20][CH3:21])=[CH:19][C:14]=2[O:13][N:12]=1.C(O)C.C1(P(C2C=CC=CC=2)C2C=CC=CC=2)C=CC=CC=1.CC(OC(/N=N/C(OC(C)C)=O)=O)C. The catalyst is C1COCC1. The product is [CH2:3]([O:10][C:11]1[C:15]2[CH:16]=[CH:17][C:18]([O:20][CH3:21])=[CH:19][C:14]=2[O:13][N:12]=1)[CH3:4]. The yield is 0.440.